This data is from Forward reaction prediction with 1.9M reactions from USPTO patents (1976-2016). The task is: Predict the product of the given reaction. (1) Given the reactants C(O[C:4](=[O:21])[CH2:5][C:6]([CH:8]1[CH2:13][CH2:12][N:11]([C:14]([O:16][C:17]([CH3:20])([CH3:19])[CH3:18])=[O:15])[CH2:10][CH2:9]1)=O)C.[Cl:22][C:23]1[CH:31]=[CH:30][CH:29]=[C:28]2[C:24]=1[C:25]([NH2:32])=[N:26][NH:27]2.P([O-])([O-])([O-])=O.[K+].[K+].[K+], predict the reaction product. The product is: [Cl:22][C:23]1[C:24]2[C:28]([CH:29]=[CH:30][CH:31]=1)=[N:27][N:26]1[C:4](=[O:21])[CH:5]=[C:6]([CH:8]3[CH2:9][CH2:10][N:11]([C:14]([O:16][C:17]([CH3:18])([CH3:19])[CH3:20])=[O:15])[CH2:12][CH2:13]3)[NH:32][C:25]=21. (2) Given the reactants [CH2:1](Br)[C:2]#[CH:3].C([O-])([O-])=O.[Cs+].[Cs+].[NH:11]1[CH2:16][CH2:15][O:14][CH2:13][CH2:12]1, predict the reaction product. The product is: [CH2:1]([N:11]1[CH2:16][CH2:15][O:14][CH2:13][CH2:12]1)[C:2]#[CH:3]. (3) Given the reactants [C:1]([O:5][C:6](=[O:29])[NH:7][CH2:8][C@@H:9]([NH:18][C:19](=[O:28])[C:20]1[CH:25]=[CH:24][C:23]([Cl:26])=[C:22]([NH2:27])[CH:21]=1)[CH2:10][C:11]1[CH:16]=[CH:15][CH:14]=[C:13]([F:17])[CH:12]=1)([CH3:4])([CH3:3])[CH3:2].C(N(C(C)C)C(C)C)C.Cl[C:40](=[O:46])[CH2:41][C:42]([O:44][CH3:45])=[O:43], predict the reaction product. The product is: [CH3:45][O:44][C:42](=[O:43])[CH2:41][C:40]([NH:27][C:22]1[CH:21]=[C:20]([C:19](=[O:28])[NH:18][C@H:9]([CH2:8][NH:7][C:6]([O:5][C:1]([CH3:4])([CH3:2])[CH3:3])=[O:29])[CH2:10][C:11]2[CH:16]=[CH:15][CH:14]=[C:13]([F:17])[CH:12]=2)[CH:25]=[CH:24][C:23]=1[Cl:26])=[O:46]. (4) Given the reactants CO[C:3]([NH:5][C@H:6]([C:11](O)=O)[C:7](C)(C)C)=O.[CH:14]1(N=C=NC2CCCCC2)[CH2:19]CCC[CH2:15]1.ON1C2C=CC=C[C:33]=2N=N1, predict the reaction product. The product is: [CH:14]([N:5]([CH2:3][CH3:33])[CH:6]([CH3:7])[CH3:11])([CH3:19])[CH3:15].